This data is from Forward reaction prediction with 1.9M reactions from USPTO patents (1976-2016). The task is: Predict the product of the given reaction. (1) Given the reactants [Cl:1]N1C(=O)CCC1=O.[CH3:9][C@H:10]1[CH2:18][C:17]2[C:12](=[CH:13][CH:14]=[CH:15][CH:16]=2)[N:11]1[C:19](=[O:34])[CH2:20][C:21]1[NH:26][C:25](=[O:27])[CH:24]=[C:23]([N:28]2[CH2:33][CH2:32][O:31][CH2:30][CH2:29]2)[N:22]=1.O.ClCCl, predict the reaction product. The product is: [Cl:1][C:24]1[C:25](=[O:27])[NH:26][C:21]([CH2:20][C:19]([N:11]2[C:12]3[C:17](=[CH:16][CH:15]=[CH:14][CH:13]=3)[CH2:18][C@@H:10]2[CH3:9])=[O:34])=[N:22][C:23]=1[N:28]1[CH2:29][CH2:30][O:31][CH2:32][CH2:33]1. (2) Given the reactants Cl.[CH3:2][O:3][C:4]([C@@H:6]1[CH2:12][CH2:11][CH2:10][CH2:9][CH2:8][C@@H:7]1[NH2:13])=[O:5].C([O-])(=O)C.[Na+].[F:19][C:20]1[CH:27]=[CH:26][C:23]([CH:24]=O)=[CH:22][CH:21]=1.C([BH3-])#N.[Na+].C(=O)(O)[O-].[Na+], predict the reaction product. The product is: [CH3:2][O:3][C:4]([C@@H:6]1[CH2:12][CH2:11][CH2:10][CH2:9][CH2:8][C@@H:7]1[NH:13][CH2:24][C:23]1[CH:26]=[CH:27][C:20]([F:19])=[CH:21][CH:22]=1)=[O:5]. (3) Given the reactants Cl.[NH:2]1[CH2:6][CH2:5][CH2:4][C@H:3]1[C:7]1[NH:8][C:9]([C:12]2[CH:17]=[CH:16][C:15]([O:18][C:19]3[CH:24]=[CH:23][CH:22]=[C:21]([C:25]4[N:26]=[C:27]([C@@H:30]5[CH2:34][CH2:33][CH2:32][NH:31]5)[NH:28][CH:29]=4)[CH:20]=3)=[CH:14][CH:13]=2)=[CH:10][N:11]=1.[CH:35](N(CC)C(C)C)([CH3:37])[CH3:36].CN(C(ON1N=N[C:54]2[CH:55]=[CH:56][CH:57]=N[C:53]1=2)=[N+](C)C)C.F[P-](F)(F)(F)(F)F.[C:68]1([CH3:78])[CH:73]=[CH:72][CH:71]=[C:70]([CH2:74][C:75]([OH:77])=O)[CH:69]=1.CN([CH:82]=[O:83])C, predict the reaction product. The product is: [C:54]1([CH3:53])[CH:55]=[CH:56][CH:57]=[C:35]([CH2:37][C:82]([N:2]2[CH2:6][CH2:5][CH2:4][C@H:3]2[C:7]2[NH:8][C:9]([C:12]3[CH:17]=[CH:16][C:15]([O:18][C:19]4[CH:24]=[CH:23][CH:22]=[C:21]([C:25]5[N:26]=[C:27]([C@@H:30]6[CH2:34][CH2:33][CH2:32][N:31]6[C:75](=[O:77])[CH2:74][C:70]6[CH:69]=[C:68]([CH3:78])[CH:73]=[CH:72][CH:71]=6)[NH:28][CH:29]=5)[CH:20]=4)=[CH:14][CH:13]=3)=[CH:10][N:11]=2)=[O:83])[CH:36]=1. (4) The product is: [CH2:11]([S:8]([C:4]1[CH:3]=[C:2](/[CH:17]=[CH:16]/[CH2:15][NH:18][C:19](=[O:24])[C:20]([F:23])([F:22])[F:21])[CH:7]=[CH:6][CH:5]=1)(=[O:10])=[O:9])[CH2:12][CH2:13][CH3:14]. Given the reactants Br[C:2]1[CH:7]=[CH:6][CH:5]=[C:4]([S:8]([CH2:11][CH2:12][CH2:13][CH3:14])(=[O:10])=[O:9])[CH:3]=1.[CH2:15]([NH:18][C:19](=[O:24])[C:20]([F:23])([F:22])[F:21])[CH:16]=[CH2:17], predict the reaction product.